Predict which catalyst facilitates the given reaction. From a dataset of Catalyst prediction with 721,799 reactions and 888 catalyst types from USPTO. (1) Reactant: [NH2:1][CH2:2][CH2:3][O:4][C:5]1[C:15]2[CH2:14][CH2:13][N:12]([C:16](=[O:21])[C:17]([F:20])([F:19])[F:18])[CH2:11][CH2:10][C:9]=2[CH:8]=[CH:7][C:6]=1[Cl:22].[F:23][C:24]1[CH:32]=[CH:31][CH:30]=[CH:29][C:25]=1[C:26](Cl)=[O:27].C(N(CC)CC)C.Cl. Product: [Cl:22][C:6]1[CH:7]=[CH:8][C:9]2[CH2:10][CH2:11][N:12]([C:16](=[O:21])[C:17]([F:19])([F:18])[F:20])[CH2:13][CH2:14][C:15]=2[C:5]=1[O:4][CH2:3][CH2:2][NH:1][C:26](=[O:27])[C:25]1[CH:29]=[CH:30][CH:31]=[CH:32][C:24]=1[F:23]. The catalyst class is: 2. (2) Reactant: [Cl:1][C:2]1[CH:7]=[CH:6][CH:5]=[CH:4][C:3]=1[N:8]1[C:17](=[O:18])[C:16]2[C:11](=[CH:12][CH:13]=[C:14]([F:19])[CH:15]=2)[N:10]=[C:9]1C=O.[CH:22]1[CH:27]=[C:26]([NH2:28])[CH:25]=[C:24](CC(N)=O)[CH:23]=1.Cl.[CH2:34]([N:36](CC)CC)C.[C:41]([OH:44])(=O)[CH3:42].C(O[BH-](OC(=O)C)OC(=O)C)(=O)C.[Na+]. Product: [Cl:1][C:2]1[CH:7]=[CH:6][CH:5]=[CH:4][C:3]=1[N:8]1[C:17](=[O:18])[C:16]2[C:11](=[CH:12][CH:13]=[C:14]([F:19])[CH:15]=2)[N:10]=[C:9]1[CH2:34][NH:36][C:24]1[CH:25]=[C:26]([NH:28][C:41](=[O:44])[CH3:42])[CH:27]=[CH:22][CH:23]=1. The catalyst class is: 68. (3) Reactant: Br[CH2:2][C:3]1[CH:12]=[CH:11][C:6]([C:7]([O:9]C)=[O:8])=[CH:5][CH:4]=1.NC(N)=[S:15].[OH-].[Na+].[Cl:19][CH2:20][CH2:21][N:22]([CH2:46][CH2:47][Cl:48])[P:23]([N:39]([CH2:43][CH2:44][Cl:45])[CH2:40][CH2:41][Cl:42])(=[O:38])[O:24][CH2:25][CH2:26]OS(C1C=CC(Br)=CC=1)(=O)=O. The catalyst class is: 357. Product: [Cl:19][CH2:20][CH2:21][N:22]([P:23]([N:39]([CH2:43][CH2:44][Cl:45])[CH2:40][CH2:41][Cl:42])([O:24][CH2:25][CH2:26][S:15][CH2:2][C:3]1[CH:12]=[CH:11][C:6]([C:7]([OH:9])=[O:8])=[CH:5][CH:4]=1)=[O:38])[CH2:46][CH2:47][Cl:48]. (4) Reactant: [CH3:1][C:2]1[CH:7]=[CH:6][CH:5]=[C:4]([CH3:8])[C:3]=1[CH2:9][CH:10]=[O:11].O1CCOCC1.[Br:18]Br.S([O-])([O-])(=O)=S.[Na+].[Na+]. Product: [Br:18][CH:9]([C:3]1[C:4]([CH3:8])=[CH:5][CH:6]=[CH:7][C:2]=1[CH3:1])[CH:10]=[O:11]. The catalyst class is: 2. (5) Reactant: [Br:1][C:2]1[CH:27]=[CH:26][C:5]([CH2:6][N:7]([C:19]([O:21][C:22]([CH3:25])([CH3:24])[CH3:23])=[O:20])[CH2:8][C:9]([O:11]CC2C=CC=CC=2)=[O:10])=[CH:4][CH:3]=1.[Li+].[OH-]. Product: [Br:1][C:2]1[CH:3]=[CH:4][C:5]([CH2:6][N:7]([C:19]([O:21][C:22]([CH3:23])([CH3:24])[CH3:25])=[O:20])[CH2:8][C:9]([OH:11])=[O:10])=[CH:26][CH:27]=1. The catalyst class is: 1.